Dataset: Forward reaction prediction with 1.9M reactions from USPTO patents (1976-2016). Task: Predict the product of the given reaction. (1) Given the reactants [O:1]1[CH2:5][CH2:4][CH2:3][CH:2]1[O:6][CH2:7][C:8]([O:10][CH2:11][CH3:12])=[O:9].[OH-].[Na+].CC1C=C(C)C=C(C)N=1.[CH3:24][O:25][C@@H:26]1[C@@H](CO)[O:53][C@@H:29]([O:30][C:31]2[CH:36]=[C:35]([CH2:37][O:38][CH:39]3[CH2:43][CH2:42][CH2:41][O:40]3)[CH:34]=[CH:33][C:32]=2[CH2:44][C:45]2[CH:50]=[CH:49][C:48]([CH2:51][CH3:52])=[CH:47][CH:46]=2)[C@H:28]([OH:57])[C@H:27]1[OH:58].ON1C2C=CC=CC=2N=N1.Cl.C(N=C=NCCCN(C)C)C.Cl, predict the reaction product. The product is: [CH3:24][O:25][C@@H:26]1[C@@H:12]([CH2:11][O:10][C:8](=[O:9])[CH2:7][O:6][CH:2]2[CH2:3][CH2:4][CH2:5][O:1]2)[O:53][C@@H:29]([O:30][C:31]2[CH:36]=[C:35]([CH2:37][O:38][CH:39]3[CH2:43][CH2:42][CH2:41][O:40]3)[CH:34]=[CH:33][C:32]=2[CH2:44][C:45]2[CH:46]=[CH:47][C:48]([CH2:51][CH3:52])=[CH:49][CH:50]=2)[C@H:28]([OH:57])[C@H:27]1[OH:58]. (2) Given the reactants [NH2:1][C:2]1[N:3]=[C:4](O)[C:5]2[NH:10][CH:9]=[C:8]([CH2:11][C:12]3[C:17]([CH3:18])=[C:16]([O:19][CH3:20])[C:15]([CH3:21])=[CH:14][N:13]=3)[C:6]=2[N:7]=1.CCN(C1C=CC=CC=1)CC.O=P(Cl)(Cl)[Cl:36], predict the reaction product. The product is: [Cl:36][C:4]1[C:5]2[NH:10][CH:9]=[C:8]([CH2:11][C:12]3[C:17]([CH3:18])=[C:16]([O:19][CH3:20])[C:15]([CH3:21])=[CH:14][N:13]=3)[C:6]=2[N:7]=[C:2]([NH2:1])[N:3]=1. (3) Given the reactants [O:1]=[C:2]([CH2:9][CH2:10][CH3:11])[CH2:3][C:4]([O:6][CH2:7][CH3:8])=[O:5].[CH2:12](O)[CH2:13][CH2:14][OH:15].C(OC)(OC)OC.C(N(CC)CC)C, predict the reaction product. The product is: [CH2:7]([O:6][C:4](=[O:5])[CH2:3][C:2]1([CH2:9][CH2:10][CH3:11])[O:15][CH2:14][CH2:13][CH2:12][O:1]1)[CH3:8]. (4) Given the reactants [CH3:1][C:2]1[CH:7]=[CH:6][C:5]([S:8]([O:11][CH2:12][CH:13]2[CH2:17][C:16]3[CH:18]=[C:19]([Cl:30])[CH:20]=[C:21](OS(C(F)(F)F)(=O)=O)[C:15]=3[O:14]2)(=[O:10])=[O:9])=[CH:4][CH:3]=1.[S:31]1[CH:35]=[CH:34][C:33](B(O)O)=[CH:32]1.C(=O)([O-])[O-].[K+].[K+].C(C1C=CC=CC=1B1OC(C)(C)C(C)(C)O1)(C)C, predict the reaction product. The product is: [CH3:1][C:2]1[CH:3]=[CH:4][C:5]([S:8]([O:11][CH2:12][CH:13]2[CH2:17][C:16]3[CH:18]=[C:19]([Cl:30])[CH:20]=[C:21]([C:33]4[CH:34]=[CH:35][S:31][CH:32]=4)[C:15]=3[O:14]2)(=[O:10])=[O:9])=[CH:6][CH:7]=1. (5) Given the reactants [CH3:1][N:2]1[C:10]([CH2:11][N:12]2[CH2:17][CH2:16][CH:15]([C:18]([OH:21])([CH3:20])[CH3:19])[CH2:14][CH2:13]2)=[N:9][C:8]2[C:3]1=[N:4][C:5]([Sn](CCCC)(CCCC)CCCC)=[N:6][C:7]=2[N:22]1[CH2:27][CH2:26][O:25][CH2:24][CH2:23]1.Br[C:42]1[C:43]2[N:44]([CH:48]=[N:49][CH:50]=2)[CH:45]=[CH:46][CH:47]=1, predict the reaction product. The product is: [CH:50]1[N:49]=[CH:48][N:44]2[CH:45]=[CH:46][CH:47]=[C:42]([C:5]3[N:4]=[C:3]4[C:8]([N:9]=[C:10]([CH2:11][N:12]5[CH2:13][CH2:14][CH:15]([C:18]([OH:21])([CH3:20])[CH3:19])[CH2:16][CH2:17]5)[N:2]4[CH3:1])=[C:7]([N:22]4[CH2:27][CH2:26][O:25][CH2:24][CH2:23]4)[N:6]=3)[C:43]=12. (6) Given the reactants [Cl:1][C:2]1[CH:3]=[C:4]2[CH:10]=[CH:9][NH:8][C:5]2=[N:6][CH:7]=1.[H-].[Na+].Cl[C:14]1[N:18]([CH3:19])[N:17]=[C:16]([CH3:20])[C:15]=1[CH:21]=[O:22].O, predict the reaction product. The product is: [Cl:1][C:2]1[CH:3]=[C:4]2[CH:10]=[CH:9][N:8]([C:14]3[N:18]([CH3:19])[N:17]=[C:16]([CH3:20])[C:15]=3[CH:21]=[O:22])[C:5]2=[N:6][CH:7]=1.